From a dataset of Rat liver microsome stability data. Regression/Classification. Given a drug SMILES string, predict its absorption, distribution, metabolism, or excretion properties. Task type varies by dataset: regression for continuous measurements (e.g., permeability, clearance, half-life) or binary classification for categorical outcomes (e.g., BBB penetration, CYP inhibition). Dataset: rlm. (1) The molecule is Cc1cnc2c(C(F)(F)F)cccc2c1-c1cccc(Oc2cccc(S(=O)(=O)CCCO)c2)c1. The result is 0 (unstable in rat liver microsomes). (2) The compound is Cc1cc(C)nc(NC(=S)N2CCN(c3cccc([N+](=O)[O-])c3)CC2)c1. The result is 1 (stable in rat liver microsomes). (3) The compound is Cn1cc(Nc2cnccc2C(=O)O)c2cccnc21. The result is 0 (unstable in rat liver microsomes). (4) The drug is Cc1c2c(n3c1CC(=O)N(CCN(C)C)CC[C@H](C)Nc1cc-3ccc1C(N)=O)CC(C)(C)CC2=O. The result is 0 (unstable in rat liver microsomes). (5) The molecule is N#CC(=Cc1cc(O)c(O)c([N+](=O)[O-])c1)c1cnc(C(=O)O)cn1. The result is 0 (unstable in rat liver microsomes). (6) The drug is CC#C[C@@H](Cc1nn[nH]n1)c1ccc(OCc2cc(F)c3scc(-c4ccc(OC)cc4C)c3c2)cc1. The result is 1 (stable in rat liver microsomes). (7) The molecule is CCc1cnc(N2CCC[C@@H](N)C2)n(Cc2ccccc2C#N)c1=O. The result is 1 (stable in rat liver microsomes). (8) The drug is CCNC(=O)N1CC(N)C(c2ccc(Cl)cc2Cl)C1. The result is 0 (unstable in rat liver microsomes).